Predict the reaction yield, written as a fraction of the theoretical maximum amount of product (1.0 means a 100% yield; for example, 0.34 means a 34% yield). From a dataset of Reaction yield outcomes from USPTO patents with 853,638 reactions. The reactants are [NH3:1].[N:2]([C:5]1[CH:10]=[CH:9][C:8]([N:11]2[CH:15]=[C:14]([CH3:16])[N:13]=[CH:12]2)=[C:7]([O:17][CH3:18])[CH:6]=1)=[C:3]=[S:4]. No catalyst specified. The product is [CH3:18][O:17][C:7]1[CH:6]=[C:5]([NH:2][C:3]([NH2:1])=[S:4])[CH:10]=[CH:9][C:8]=1[N:11]1[CH:15]=[C:14]([CH3:16])[N:13]=[CH:12]1. The yield is 1.00.